Dataset: Catalyst prediction with 721,799 reactions and 888 catalyst types from USPTO. Task: Predict which catalyst facilitates the given reaction. (1) Reactant: [O:1]1[C@H:3]2[CH2:4][C@@:5]3([CH3:27])[CH:9]([CH:10]4[CH2:11][C@H:12]([F:21])[C:13]5[C@@:18]([CH3:19])([C@:2]124)[CH:17]=[CH:16][C:15](=[O:20])[CH:14]=5)[CH2:8][C@@H:7]([CH3:22])[C@:6]3([OH:26])[C:23]([OH:25])=[O:24].[O:28]1[CH:32]=[CH:31][CH:30]=[C:29]1[C:33](Cl)=[O:34].Cl.C(Cl)Cl. The catalyst class is: 17. Product: [O:1]1[C@H:3]2[CH2:4][C@@:5]3([CH3:27])[CH:9]([CH:10]4[CH2:11][C@H:12]([F:21])[C:13]5[C@@:18]([CH3:19])([C@:2]124)[CH:17]=[CH:16][C:15](=[O:20])[CH:14]=5)[CH2:8][C@@H:7]([CH3:22])[C@:6]3([O:26][C:33]([C:29]1[O:28][CH:32]=[CH:31][CH:30]=1)=[O:34])[C:23]([OH:25])=[O:24]. (2) Reactant: [F:1][C:2]1[CH:8]=[C:7]([CH3:9])[CH:6]=[CH:5][C:3]=1[NH2:4].C([Li])CCC.F[C:16]1[CH:21]=[CH:20][CH:19]=[CH:18][C:17]=1[N+:22]([O-])=O. Product: [F:1][C:2]1[CH:8]=[C:7]([CH3:9])[CH:6]=[CH:5][C:3]=1[NH:4][C:16]1[C:17]([NH2:22])=[CH:18][CH:19]=[CH:20][CH:21]=1. The catalyst class is: 7. (3) Product: [CH3:1][N:2]([S:17]([C:20]1[CH:25]=[CH:24][CH:23]=[CH:22][C:21]=1[NH:26][CH2:27][CH:28]1[CH2:29][CH2:30][NH:31][CH2:32][CH2:33]1)(=[O:18])=[O:19])[C:3]1[CH:12]=[CH:11][C:10]2[CH2:9][CH2:8][CH2:7][CH2:6][C:5]=2[C:4]=1[C:13]([OH:15])=[O:14]. The catalyst class is: 17. Reactant: [CH3:1][N:2]([S:17]([C:20]1[CH:25]=[CH:24][CH:23]=[CH:22][C:21]=1[NH:26][CH2:27][CH:28]1[CH2:33][CH2:32][NH:31][CH2:30][CH2:29]1)(=[O:19])=[O:18])[C:3]1[CH:12]=[CH:11][C:10]2[CH2:9][CH2:8][CH2:7][CH2:6][C:5]=2[C:4]=1[C:13]([O:15]C)=[O:14].[Li+].[I-].